From a dataset of Forward reaction prediction with 1.9M reactions from USPTO patents (1976-2016). Predict the product of the given reaction. (1) Given the reactants [F:1][C:2]1[CH:7]=[CH:6][C:5]([CH:8](O)[CH:9]([CH2:13][C:14]2[CH:19]=[C:18]([CH3:20])[CH:17]=[C:16]([O:21][C:22]([F:27])([F:26])[CH:23]([F:25])[F:24])[CH:15]=2)C(O)=O)=[CH:4][CH:3]=1.C1(P(N=[N+]=[N-])(C2C=CC=CC=2)=[O:36])C=CC=CC=1.C([N:48]([CH2:51]C)CC)C.[OH2:53], predict the reaction product. The product is: [F:1][C:2]1[CH:7]=[CH:6][C:5]([CH:8]2[O:53][C:51](=[O:36])[NH:48][CH:9]2[CH2:13][C:14]2[CH:19]=[C:18]([CH3:20])[CH:17]=[C:16]([O:21][C:22]([F:27])([F:26])[CH:23]([F:24])[F:25])[CH:15]=2)=[CH:4][CH:3]=1. (2) The product is: [C:24]1([NH:25][C:2]2[N:3]=[CH:4][C:5]3[CH2:11][N:10]([C:12]([C:14]4[CH:15]=[N:16][CH:17]=[CH:18][CH:19]=4)=[O:13])[CH2:9][CH2:8][C:6]=3[N:7]=2)[CH:26]=[CH:27][CH:28]=[CH:22][CH:23]=1. Given the reactants Cl[C:2]1[N:3]=[CH:4][C:5]2[CH2:11][N:10]([C:12]([C:14]3[CH:15]=[N:16][CH:17]=[CH:18][CH:19]=3)=[O:13])[CH2:9][CH2:8][C:6]=2[N:7]=1.CO[C:22]1[CH:23]=[C:24]([CH:26]=[C:27](OC)[C:28]=1OC)[NH2:25].CCOC(C)=O, predict the reaction product. (3) Given the reactants C(=O)([O-])[O-].[K+].[K+].[CH3:7][N:8]=[C:9]=[O:10].[CH2:11]([C:13]1[C:14]([O:19][C:20]2[CH:25]=[CH:24][C:23]([N+:26]([O-:28])=[O:27])=[CH:22][C:21]=2[C:29]([F:32])([F:31])[F:30])=[N:15][NH:16][C:17]=1[CH3:18])[CH3:12].Cl, predict the reaction product. The product is: [CH3:7][NH:8][C:9]([N:16]1[C:17]([CH3:18])=[C:13]([CH2:11][CH3:12])[C:14]([O:19][C:20]2[CH:25]=[CH:24][C:23]([N+:26]([O-:28])=[O:27])=[CH:22][C:21]=2[C:29]([F:30])([F:31])[F:32])=[N:15]1)=[O:10].